Dataset: HIV replication inhibition screening data with 41,000+ compounds from the AIDS Antiviral Screen. Task: Binary Classification. Given a drug SMILES string, predict its activity (active/inactive) in a high-throughput screening assay against a specified biological target. The molecule is CN1CC(=Cc2ccccc2Cl)C2=C(C1)C(c1ccccc1Cl)NC(=S)N2.Cl. The result is 0 (inactive).